The task is: Regression. Given two drug SMILES strings and cell line genomic features, predict the synergy score measuring deviation from expected non-interaction effect.. This data is from NCI-60 drug combinations with 297,098 pairs across 59 cell lines. Drug 1: COC1=NC(=NC2=C1N=CN2C3C(C(C(O3)CO)O)O)N. Drug 2: C1=NC(=NC(=O)N1C2C(C(C(O2)CO)O)O)N. Cell line: HT29. Synergy scores: CSS=5.36, Synergy_ZIP=7.81, Synergy_Bliss=8.24, Synergy_Loewe=-24.5, Synergy_HSA=-5.50.